This data is from NCI-60 drug combinations with 297,098 pairs across 59 cell lines. The task is: Regression. Given two drug SMILES strings and cell line genomic features, predict the synergy score measuring deviation from expected non-interaction effect. Drug 1: CNC(=O)C1=CC=CC=C1SC2=CC3=C(C=C2)C(=NN3)C=CC4=CC=CC=N4. Drug 2: CC1C(C(CC(O1)OC2CC(CC3=C2C(=C4C(=C3O)C(=O)C5=CC=CC=C5C4=O)O)(C(=O)C)O)N)O. Cell line: MCF7. Synergy scores: CSS=33.5, Synergy_ZIP=0.767, Synergy_Bliss=2.44, Synergy_Loewe=-6.46, Synergy_HSA=3.42.